From a dataset of Forward reaction prediction with 1.9M reactions from USPTO patents (1976-2016). Predict the product of the given reaction. (1) Given the reactants [N+:1]([CH2:4][CH2:5][O:6][CH:7]1[CH2:12][CH2:11][CH2:10][CH2:9][O:8]1)([O-:3])=O.[C:13]([C:15]1[CH:20]=[C:19]([C:21]([F:24])([F:23])[F:22])[CH:18]=[C:17]([C:25]([F:28])([F:27])[F:26])[CH:16]=1)#[CH:14].N(C1C=CC=CC=1)=C=O.O, predict the reaction product. The product is: [O:8]1[CH2:9][CH2:10][CH2:11][CH2:12][CH:7]1[O:6][CH2:5][C:4]1[CH:14]=[C:13]([C:15]2[CH:16]=[C:17]([C:25]([F:26])([F:27])[F:28])[CH:18]=[C:19]([C:21]([F:22])([F:23])[F:24])[CH:20]=2)[O:3][N:1]=1. (2) Given the reactants [CH2:1]([O:8][C:9]([NH:11][C:12]1[C:13]([C:25]([O:27][CH3:28])=[O:26])=[C:14]([C:18]2[CH:23]=[CH:22][C:21]([Cl:24])=[CH:20][CH:19]=2)[S:15][C:16]=1Br)=[O:10])[C:2]1[CH:7]=[CH:6][CH:5]=[CH:4][CH:3]=1, predict the reaction product. The product is: [CH2:1]([O:8][C:9]([NH:11][C:12]1[C:13]([C:25]([O:27][CH3:28])=[O:26])=[C:14]([C:18]2[CH:19]=[CH:20][C:21]([Cl:24])=[CH:22][CH:23]=2)[S:15][CH:16]=1)=[O:10])[C:2]1[CH:7]=[CH:6][CH:5]=[CH:4][CH:3]=1. (3) Given the reactants [Cl:1][C:2]1[CH:9]=[C:8]([N:10]([CH2:16][C:17]2[CH:22]=[C:21]([F:23])[CH:20]=[CH:19][C:18]=2[Cl:24])[C@H:11]2[CH2:15][CH2:14][NH:13][CH2:12]2)[CH:7]=[CH:6][C:3]=1[C:4]#[N:5].[CH2:25]([S:27](Cl)(=[O:29])=[O:28])[CH3:26], predict the reaction product. The product is: [Cl:1][C:2]1[CH:9]=[C:8]([N:10]([CH2:16][C:17]2[CH:22]=[C:21]([F:23])[CH:20]=[CH:19][C:18]=2[Cl:24])[C@H:11]2[CH2:15][CH2:14][N:13]([S:27]([CH2:25][CH3:26])(=[O:29])=[O:28])[CH2:12]2)[CH:7]=[CH:6][C:3]=1[C:4]#[N:5]. (4) The product is: [Cl:12][C:5]1[C:4]([F:13])=[C:3]([C:22]2([OH:25])[CH2:21][CH2:20][CH:19]([CH2:14][CH2:15][CH2:16][CH2:17][CH3:18])[CH2:24][CH2:23]2)[CH:8]=[CH:7][C:6]=1[O:9][CH2:10][CH3:11]. Given the reactants [Mg].Br[C:3]1[CH:8]=[CH:7][C:6]([O:9][CH2:10][CH3:11])=[C:5]([Cl:12])[C:4]=1[F:13].[CH2:14]([CH:19]1[CH2:24][CH2:23][C:22](=[O:25])[CH2:21][CH2:20]1)[CH2:15][CH2:16][CH2:17][CH3:18].Cl, predict the reaction product. (5) The product is: [CH3:22][O:23][NH:24][C:25]([C:27]1[C:28](=[O:50])[C:29]2[CH:34]=[N:33][C:32]([NH:21][C:18]3[CH:17]=[CH:16][C:15]([CH2:14][CH2:13][C:10]4[N:11]=[CH:12][NH:8][N:9]=4)=[CH:20][CH:19]=3)=[N:31][C:30]=2[N:39]([C:41]2[CH:42]=[C:43]3[C:47](=[CH:48][CH:49]=2)[CH2:46][CH2:45][CH2:44]3)[CH:40]=1)=[O:26]. Given the reactants C(OC([N:8]1[CH:12]=[N:11][C:10]([CH2:13][CH2:14][C:15]2[CH:20]=[CH:19][C:18]([NH2:21])=[CH:17][CH:16]=2)=[N:9]1)=O)(C)(C)C.[CH3:22][O:23][NH:24][C:25]([C:27]1[C:28](=[O:50])[C:29]2[CH:34]=[N:33][C:32](S(C)(=O)=O)=[N:31][C:30]=2[N:39]([C:41]2[CH:42]=[C:43]3[C:47](=[CH:48][CH:49]=2)[CH2:46][CH2:45][CH2:44]3)[CH:40]=1)=[O:26], predict the reaction product. (6) Given the reactants [CH3:1][C:2]1[CH:7]=[CH:6][C:5]([C:8]([CH3:14])([CH3:13])[C:9]([O:11][CH3:12])=[O:10])=[CH:4][CH:3]=1.[Br:15]N1C(=O)CCC1=O, predict the reaction product. The product is: [Br:15][CH2:1][C:2]1[CH:3]=[CH:4][C:5]([C:8]([CH3:14])([CH3:13])[C:9]([O:11][CH3:12])=[O:10])=[CH:6][CH:7]=1. (7) Given the reactants [F:1][C:2]1[CH:9]=[C:8]([C:10]([F:13])([F:12])[F:11])[CH:7]=[CH:6][C:3]=1[CH2:4][NH2:5].ClC(Cl)(O[C:18](=[O:24])[O:19][C:20](Cl)(Cl)Cl)Cl.[N-:26]=[C:27]=[O:28], predict the reaction product. The product is: [F:1][C:2]1[CH:9]=[C:8]([C:10]([F:11])([F:12])[F:13])[CH:7]=[CH:6][C:3]=1[CH2:4][NH:5][C:27]([NH:26][C:3]1[C:4]2[NH:5][C:18](=[O:24])[O:19][C:20]=2[CH:8]=[CH:9][CH:2]=1)=[O:28]. (8) Given the reactants C([Li])CCC.C(NC(C)C)(C)C.[CH:13]1([C:16]([O:18][C:19]([CH3:22])([CH3:21])[CH3:20])=[O:17])[CH2:15][CH2:14]1.[Br:23][C:24]1[CH:25]=[C:26]([CH:29]=[CH:30][C:31]=1[Cl:32])[CH:27]=[O:28].[Cl-].[NH4+], predict the reaction product. The product is: [Br:23][C:24]1[CH:25]=[C:26]([CH:27]([OH:28])[C:13]2([C:16]([O:18][C:19]([CH3:22])([CH3:21])[CH3:20])=[O:17])[CH2:15][CH2:14]2)[CH:29]=[CH:30][C:31]=1[Cl:32].